Dataset: Reaction yield outcomes from USPTO patents with 853,638 reactions. Task: Predict the reaction yield, written as a fraction of the theoretical maximum amount of product (1.0 means a 100% yield; for example, 0.34 means a 34% yield). (1) The reactants are [F:1][C:2]1[C:10]([CH3:11])=[CH:9][CH:8]=[CH:7][C:3]=1[C:4]([OH:6])=[O:5].S(Cl)(Cl)=O.[CH3:16]O. No catalyst specified. The product is [F:1][C:2]1[C:10]([CH3:11])=[CH:9][CH:8]=[CH:7][C:3]=1[C:4]([O:6][CH3:16])=[O:5]. The yield is 0.830. (2) The reactants are Br[C:2]1[C:7]([Br:8])=[CH:6][C:5]([F:9])=[CH:4][N:3]=1.[CH3:10]B(O)O.C([O-])([O-])=O.[K+].[K+].O. The catalyst is O1CCOCC1.C1C=CC([P]([Pd]([P](C2C=CC=CC=2)(C2C=CC=CC=2)C2C=CC=CC=2)([P](C2C=CC=CC=2)(C2C=CC=CC=2)C2C=CC=CC=2)[P](C2C=CC=CC=2)(C2C=CC=CC=2)C2C=CC=CC=2)(C2C=CC=CC=2)C2C=CC=CC=2)=CC=1. The product is [Br:8][C:7]1[C:2]([CH3:10])=[N:3][CH:4]=[C:5]([F:9])[CH:6]=1. The yield is 0.320.